Dataset: Catalyst prediction with 721,799 reactions and 888 catalyst types from USPTO. Task: Predict which catalyst facilitates the given reaction. (1) Reactant: [CH3:1][O:2][C:3]([CH:5]1[CH2:14][CH2:13][CH2:12][C:7]2([CH2:11][CH2:10][CH2:9][CH2:8]2)[CH:6]1[OH:15])=[O:4].C(N(CC)CC)C.[CH3:23][S:24](Cl)(=[O:26])=[O:25].C(=O)(O)[O-].[Na+]. Product: [CH3:1][O:2][C:3]([CH:5]1[CH2:14][CH2:13][CH2:12][C:7]2([CH2:11][CH2:10][CH2:9][CH2:8]2)[CH:6]1[O:15][S:24]([CH3:23])(=[O:26])=[O:25])=[O:4]. The catalyst class is: 22. (2) Reactant: [CH3:1][O:2][C:3]([C@H:5]1[CH2:10][CH2:9][C@H:8]([CH2:11][NH:12][C:13]2[CH:18]=[C:17]([O:19][CH3:20])[CH:16]=[CH:15][C:14]=2[N+:21]([O-])=O)[CH2:7][CH2:6]1)=[O:4].[H][H]. Product: [CH3:1][O:2][C:3]([C@H:5]1[CH2:6][CH2:7][C@H:8]([CH2:11][NH:12][C:13]2[CH:18]=[C:17]([O:19][CH3:20])[CH:16]=[CH:15][C:14]=2[NH2:21])[CH2:9][CH2:10]1)=[O:4]. The catalyst class is: 45. (3) Reactant: [F:1][C:2]1[CH:3]=[N:4][C:5]2[C:10]([C:11]=1/[CH:12]=[CH:13]/[C:14]([O:16][CH2:17][CH2:18][CH2:19][CH3:20])=[O:15])=[N:9][C:8]([O:21][CH3:22])=[CH:7][CH:6]=2.[H][H]. Product: [F:1][C:2]1[CH:3]=[N:4][C:5]2[C:10]([C:11]=1[CH2:12][CH2:13][C:14]([O:16][CH2:17][CH2:18][CH2:19][CH3:20])=[O:15])=[N:9][C:8]([O:21][CH3:22])=[CH:7][CH:6]=2. The catalyst class is: 29. (4) Product: [Cl:1][C:2]1[N:10]=[C:9]2[C:5]([N:6]=[CH:7][NH:8]2)=[C:4]([NH:11][CH:12]2[CH2:17][CH2:16][CH2:15][N:14]([S:26]([CH3:25])(=[O:28])=[O:27])[CH2:13]2)[N:3]=1. Reactant: [Cl:1][C:2]1[N:10]=[C:9]2[C:5]([N:6]=[CH:7][NH:8]2)=[C:4]([NH:11][CH:12]2[CH2:17][CH2:16][CH2:15][NH:14][CH2:13]2)[N:3]=1.C(N(CC)CC)C.[CH3:25][S:26](Cl)(=[O:28])=[O:27]. The catalyst class is: 2. (5) Reactant: [CH:1]1([N:5]2[CH2:10][CH2:9][N:8]([C:11]([C:13]3[CH:14]=[C:15]4[C:19](=[CH:20][CH:21]=3)[NH:18][C:17]([C:22]([N:24]3[CH2:29][CH2:28][C:27]([F:31])([F:30])[CH2:26][CH2:25]3)=[O:23])=[CH:16]4)=[O:12])[CH2:7][CH2:6]2)[CH2:4][CH2:3][CH2:2]1.[C:32]([C:34]1[CH:39]=[CH:38][C:37](B(O)O)=[CH:36][CH:35]=1)#[N:33].N1C=CC=CC=1. Product: [CH:1]1([N:5]2[CH2:6][CH2:7][N:8]([C:11]([C:13]3[CH:14]=[C:15]4[C:19](=[CH:20][CH:21]=3)[N:18]([C:37]3[CH:38]=[CH:39][C:34]([C:32]#[N:33])=[CH:35][CH:36]=3)[C:17]([C:22]([N:24]3[CH2:25][CH2:26][C:27]([F:30])([F:31])[CH2:28][CH2:29]3)=[O:23])=[CH:16]4)=[O:12])[CH2:9][CH2:10]2)[CH2:2][CH2:3][CH2:4]1. The catalyst class is: 221. (6) Reactant: [Br:1][C:2]1[CH:3]=[C:4]([C:8](=O)[CH:9]=[CH:10][N:11](C)C)[CH:5]=[N:6][CH:7]=1.[NH2:15]N. Product: [Br:1][C:2]1[CH:7]=[N:6][CH:5]=[C:4]([C:8]2[NH:15][N:11]=[CH:10][CH:9]=2)[CH:3]=1. The catalyst class is: 8. (7) Reactant: [C:1]([C:5]1[CH:14]=[CH:13][C:8]([C:9]([O:11][CH3:12])=[O:10])=[C:7]([OH:15])[CH:6]=1)([CH3:4])([CH3:3])[CH3:2].[C:16]([N:23]1[CH2:28][CH2:27][CH:26](O)[CH2:25][CH2:24]1)([O:18][C:19]([CH3:22])([CH3:21])[CH3:20])=[O:17].C1(P(C2C=CC=CC=2)C2C=CC=CC=2)C=CC=CC=1.N(C(OC(C)C)=O)=NC(OC(C)C)=O. Product: [C:1]([C:5]1[CH:14]=[CH:13][C:8]([C:9]([O:11][CH3:12])=[O:10])=[C:7]([O:15][CH:26]2[CH2:27][CH2:28][N:23]([C:16]([O:18][C:19]([CH3:22])([CH3:21])[CH3:20])=[O:17])[CH2:24][CH2:25]2)[CH:6]=1)([CH3:4])([CH3:2])[CH3:3]. The catalyst class is: 1.